Dataset: Hepatocyte clearance measurements from AstraZeneca. Task: Regression/Classification. Given a drug SMILES string, predict its absorption, distribution, metabolism, or excretion properties. Task type varies by dataset: regression for continuous measurements (e.g., permeability, clearance, half-life) or binary classification for categorical outcomes (e.g., BBB penetration, CYP inhibition). For this dataset (clearance_hepatocyte_az), we predict log10(clearance) (log10 of the in vitro intrinsic clearance, CLint, in uL/min per 10^6 hepatocytes; values are censored to the assay range of 3 to 150, which is 0.477 to 2.18 on this log10 scale). (1) The drug is Cc1nnc2n1-c1ccc(Cl)cc1C(c1ccccc1)=NC2. The log10(clearance) is 1.63. (2) The compound is Cc1noc(NS(=O)(=O)c2ccc(N)cc2)c1C. The log10(clearance) is 0.480. (3) The compound is Cc1ccc(NC(=O)c2cccc(N(C)S(C)(=O)=O)c2)cc1NC(=O)c1ccc2ncccc2c1. The log10(clearance) is 1.86. (4) The molecule is Nc1ccc2c(-c3ccncc3)c(-c3ccc(F)cc3)[nH]c2n1. The log10(clearance) is 2.07. (5) The drug is NC1(c2ccc(-c3ncc4nccn4c3-c3ccccc3)cc2)CCC1. The log10(clearance) is 1.21. (6) The molecule is COC(=O)C1=C(C)NC(C)=C(C(=O)OC(C)C)[C@@H]1c1cccc2nonc12. The log10(clearance) is 2.18. (7) The drug is CC1CNC(Nc2c(Cl)cccc2Cl)=N1. The log10(clearance) is 0.480.